Dataset: Forward reaction prediction with 1.9M reactions from USPTO patents (1976-2016). Task: Predict the product of the given reaction. Given the reactants P([O-])([O-])([O-])=O.[K+].[K+].[K+].COC(C)(C)C.[NH2:15][CH:16]([C:24]1[CH:29]=[CH:28][C:27]([Br:30])=[CH:26][CH:25]=1)[CH2:17][C:18]([O:20]CCC)=[O:19], predict the reaction product. The product is: [NH2:15][CH:16]([C:24]1[CH:25]=[CH:26][C:27]([Br:30])=[CH:28][CH:29]=1)[CH2:17][C:18]([OH:20])=[O:19].